Dataset: NCI-60 drug combinations with 297,098 pairs across 59 cell lines. Task: Regression. Given two drug SMILES strings and cell line genomic features, predict the synergy score measuring deviation from expected non-interaction effect. (1) Drug 1: C1=NC2=C(N=C(N=C2N1C3C(C(C(O3)CO)O)O)F)N. Drug 2: CC(C)NC(=O)C1=CC=C(C=C1)CNNC.Cl. Cell line: U251. Synergy scores: CSS=3.48, Synergy_ZIP=3.51, Synergy_Bliss=4.55, Synergy_Loewe=5.01, Synergy_HSA=1.63. (2) Drug 1: CN(C(=O)NC(C=O)C(C(C(CO)O)O)O)N=O. Drug 2: CC(C)NC(=O)C1=CC=C(C=C1)CNNC.Cl. Cell line: MCF7. Synergy scores: CSS=6.78, Synergy_ZIP=-2.62, Synergy_Bliss=-3.43, Synergy_Loewe=-3.93, Synergy_HSA=-4.63. (3) Cell line: A498. Drug 1: CN1CCC(CC1)COC2=C(C=C3C(=C2)N=CN=C3NC4=C(C=C(C=C4)Br)F)OC. Drug 2: CC(C)NC(=O)C1=CC=C(C=C1)CNNC.Cl. Synergy scores: CSS=11.8, Synergy_ZIP=-2.31, Synergy_Bliss=0.520, Synergy_Loewe=-11.5, Synergy_HSA=-0.707. (4) Drug 1: C1CC(=O)NC(=O)C1N2CC3=C(C2=O)C=CC=C3N. Drug 2: CCCS(=O)(=O)NC1=C(C(=C(C=C1)F)C(=O)C2=CNC3=C2C=C(C=N3)C4=CC=C(C=C4)Cl)F. Synergy scores: CSS=7.76, Synergy_ZIP=-2.78, Synergy_Bliss=-0.272, Synergy_Loewe=1.27, Synergy_HSA=1.20. Cell line: CAKI-1. (5) Drug 1: C1C(C(OC1N2C=C(C(=O)NC2=O)F)CO)O. Drug 2: CCN(CC)CCCC(C)NC1=C2C=C(C=CC2=NC3=C1C=CC(=C3)Cl)OC. Cell line: HCC-2998. Synergy scores: CSS=40.4, Synergy_ZIP=-6.69, Synergy_Bliss=-4.26, Synergy_Loewe=-4.86, Synergy_HSA=0.223. (6) Drug 2: CCCCCOC(=O)NC1=NC(=O)N(C=C1F)C2C(C(C(O2)C)O)O. Drug 1: CNC(=O)C1=CC=CC=C1SC2=CC3=C(C=C2)C(=NN3)C=CC4=CC=CC=N4. Synergy scores: CSS=4.34, Synergy_ZIP=0.974, Synergy_Bliss=3.80, Synergy_Loewe=-5.29, Synergy_HSA=0.130. Cell line: SF-268.